Dataset: Reaction yield outcomes from USPTO patents with 853,638 reactions. Task: Predict the reaction yield, written as a fraction of the theoretical maximum amount of product (1.0 means a 100% yield; for example, 0.34 means a 34% yield). (1) The reactants are [Cl:1][C:2]1[N:3]=[CH:4][C:5]2[S:10][CH:9]=[C:8]([C:11](Cl)=[O:12])[C:6]=2[N:7]=1.[CH3:14][C:15]1[CH:16]=[C:17]([NH2:25])[CH:18]=[C:19]2[C:24]=1[N:23]=[CH:22][CH:21]=[CH:20]2.N1C=CC=CC=1. The catalyst is C(Cl)Cl.CCOC(C)=O. The product is [Cl:1][C:2]1[N:3]=[CH:4][C:5]2[S:10][CH:9]=[C:8]([C:11]([NH:25][C:17]3[CH:18]=[C:19]4[C:24](=[C:15]([CH3:14])[CH:16]=3)[N:23]=[CH:22][CH:21]=[CH:20]4)=[O:12])[C:6]=2[N:7]=1. The yield is 0.985. (2) The reactants are [N:1]1[CH:6]=[CH:5][CH:4]=[C:3]([CH2:7][C:8]([OH:10])=O)[CH:2]=1.C(N(CC)C(C)C)(C)C.F[B-](F)(F)F.N1(OC(N(C)C)=[N+](C)C)C2C=CC=CC=2N=N1.[F:42][C:43]1[CH:44]=[C:45]2[C:49](=[CH:50][CH:51]=1)[CH:48]([NH:52][C:53]1[CH:62]=[CH:61][C:60]3[C:55](=[CH:56][CH:57]=[C:58]([NH2:63])[CH:59]=3)[N:54]=1)[CH2:47][CH2:46]2. The yield is 0.510. The catalyst is ClCCl.CN(C)C=O.O. The product is [F:42][C:43]1[CH:44]=[C:45]2[C:49](=[CH:50][CH:51]=1)[CH:48]([NH:52][C:53]1[CH:62]=[CH:61][C:60]3[C:55](=[CH:56][CH:57]=[C:58]([NH:63][C:8](=[O:10])[CH2:7][C:3]4[CH:2]=[N:1][CH:6]=[CH:5][CH:4]=4)[CH:59]=3)[N:54]=1)[CH2:47][CH2:46]2. (3) The reactants are [C:1]([O:5][C:6]([N:8]1[CH2:13][CH2:12][N:11]([CH2:14][C:15]2[CH:20]=[CH:19][CH:18]=[C:17]([C:21]#[C:22][C:23]3[CH:28]=[CH:27][CH:26]=[CH:25][C:24]=3[CH3:29])[CH:16]=2)[CH2:10][CH2:9]1)=[O:7])([CH3:4])([CH3:3])[CH3:2]. The catalyst is CCO.[Pd]. The product is [C:1]([O:5][C:6]([N:8]1[CH2:13][CH2:12][N:11]([CH2:14][C:15]2[CH:20]=[CH:19][CH:18]=[C:17]([CH2:21][CH2:22][C:23]3[CH:28]=[CH:27][CH:26]=[CH:25][C:24]=3[CH3:29])[CH:16]=2)[CH2:10][CH2:9]1)=[O:7])([CH3:4])([CH3:3])[CH3:2]. The yield is 0.970. (4) The reactants are [F:1][C:2]1[CH:3]=[C:4]([C:9](=[O:35])[C:10](=[C:26]2[NH:30][C:29]3[CH:31]=[CH:32][CH:33]=[CH:34][C:28]=3[NH:27]2)[C:11]([C:13]2[CH:14]=[C:15]([CH:19]=[CH:20][C:21](OCC)=[O:22])[CH:16]=[CH:17][CH:18]=2)=[O:12])[CH:5]=[C:6]([F:8])[CH:7]=1.[H-].C([Al+]CC(C)C)C(C)C. The catalyst is C1COCC1. The product is [F:1][C:2]1[CH:3]=[C:4]([C:9](=[O:35])[C:10](=[C:26]2[NH:27][C:28]3[CH:34]=[CH:33][CH:32]=[CH:31][C:29]=3[NH:30]2)[C:11]([C:13]2[CH:18]=[CH:17][CH:16]=[C:15]([CH:19]=[CH:20][CH2:21][OH:22])[CH:14]=2)=[O:12])[CH:5]=[C:6]([F:8])[CH:7]=1. The yield is 0.530. (5) The reactants are [N:1]([C@H:4]1[CH2:8][CH2:7][N:6]([CH2:9][C@@H:10]([N:17]([CH3:29])[C:18](=[O:28])[CH2:19][C:20]2[CH:25]=[CH:24][C:23]([Cl:26])=[C:22]([Cl:27])[CH:21]=2)[C:11]2[CH:16]=[CH:15][CH:14]=[CH:13][CH:12]=2)[CH2:5]1)=[N+]=[N-].O.C1C=CC(P(C2C=CC=CC=2)C2C=CC=CC=2)=CC=1. The catalyst is O1CCCC1. The product is [NH2:1][C@H:4]1[CH2:8][CH2:7][N:6]([CH2:9][C@@H:10]([N:17]([CH3:29])[C:18](=[O:28])[CH2:19][C:20]2[CH:25]=[CH:24][C:23]([Cl:26])=[C:22]([Cl:27])[CH:21]=2)[C:11]2[CH:12]=[CH:13][CH:14]=[CH:15][CH:16]=2)[CH2:5]1. The yield is 0.700. (6) The reactants are [CH3:1][O:2][C:3]1[CH:4]=[C:5]([CH:9]2[CH2:11][O:10]2)[CH:6]=[CH:7][CH:8]=1.[OH:12][C:13]1[CH:20]=[CH:19][C:16]([CH:17]=[O:18])=[CH:15][CH:14]=1.[OH-].[Na+]. The yield is 0.180. The catalyst is C1(C)C=CC=CC=1. The product is [OH:10][CH:9]([C:5]1[CH:6]=[CH:7][CH:8]=[C:3]([O:2][CH3:1])[CH:4]=1)[CH2:11][O:12][C:13]1[CH:20]=[CH:19][C:16]([CH:17]=[O:18])=[CH:15][CH:14]=1. (7) The reactants are [NH:1]1[CH2:5][CH2:4][CH2:3][CH2:2]1.[Cl:6][C:7]1[CH:14]=[C:13]([OH:15])[CH:12]=[CH:11][C:8]=1[CH:9]=O.C(O[BH-](OC(=O)C)OC(=O)C)(=O)C.[Na+].Cl. The catalyst is ClCCl.O. The product is [Cl:6][C:7]1[CH:14]=[C:13]([OH:15])[CH:12]=[CH:11][C:8]=1[CH2:9][N:1]1[CH2:5][CH2:4][CH2:3][CH2:2]1. The yield is 0.560. (8) The reactants are [CH2:1]([O:5][C:6]1[CH:10]=[C:9](/[CH:11]=[CH:12]/[C:13](O)=[O:14])[N:8]([CH2:16][C:17]2[CH:22]=[CH:21][C:20]([C:23]([F:26])([F:25])[F:24])=[CH:19][C:18]=2[Cl:27])[N:7]=1)[CH2:2][CH2:3][CH3:4].[CH3:28][CH:29]([CH3:36])[CH2:30][CH2:31][S:32]([NH2:35])(=[O:34])=[O:33].N12CCCN=C1CCCCC2.Cl. The catalyst is CN(C)C=O.O. The product is [CH2:1]([O:5][C:6]1[CH:10]=[C:9](/[CH:11]=[CH:12]/[C:13]([NH:35][S:32]([CH2:31][CH2:30][CH:29]([CH3:36])[CH3:28])(=[O:34])=[O:33])=[O:14])[N:8]([CH2:16][C:17]2[CH:22]=[CH:21][C:20]([C:23]([F:26])([F:25])[F:24])=[CH:19][C:18]=2[Cl:27])[N:7]=1)[CH2:2][CH2:3][CH3:4]. The yield is 0.570. (9) The catalyst is C(Cl)Cl. The yield is 0.920. The product is [CH3:16][C:17]([CH3:22])([CH3:21])[C:18]([NH:8][C:7]1[CH:6]=[CH:5][CH:4]=[CH:3][C:2]=1[CH3:1])=[O:19]. The reactants are [CH3:1][C:2]1[CH:3]=[CH:4][CH:5]=[CH:6][C:7]=1[NH2:8].CCN(CC)CC.[CH3:16][C:17]([CH3:22])([CH3:21])[C:18](Cl)=[O:19].